From a dataset of Reaction yield outcomes from USPTO patents with 853,638 reactions. Predict the reaction yield, written as a fraction of the theoretical maximum amount of product (1.0 means a 100% yield; for example, 0.34 means a 34% yield). (1) The reactants are CCN(CC)CC.Br[C:9]1[CH:10]=[CH:11][C:12]2[O:16][C:15]([N:17]3[CH:23]4[CH2:24][CH2:25][N:20]([CH2:21][CH2:22]4)[CH2:19][CH2:18]3)=[N:14][C:13]=2[CH:26]=1.[C:27]1([CH3:36])[CH:32]=[CH:31][CH:30]=[C:29](B(O)O)[CH:28]=1.[F-].[Cs+]. The catalyst is COCCOC.C([O-])(=O)C.[Pd+2].C([O-])(=O)C.CN(C1C=CC=CC=1C1C=CC=CC=1P(C1CCCCC1)C1CCCCC1)C. The product is [C:27]1([CH3:36])[CH:32]=[CH:31][CH:30]=[C:29]([C:9]2[CH:10]=[CH:11][C:12]3[O:16][C:15]([N:17]4[CH:23]5[CH2:24][CH2:25][N:20]([CH2:21][CH2:22]5)[CH2:19][CH2:18]4)=[N:14][C:13]=3[CH:26]=2)[CH:28]=1. The yield is 0.750. (2) The reactants are [CH3:1][Si]([N-][Si](C)(C)C)(C)C.[Na+].[CH2:11]([C@@H:18]1[CH2:22][O:21][C:20](=[O:23])[N:19]1[C:24](=[O:88])[CH2:25][CH2:26][C@@H:27]([CH3:87])[C@@H:28]([O:77][CH2:78][C:79]1[CH:84]=[CH:83][C:82]([O:85][CH3:86])=[CH:81][CH:80]=1)[C@@H:29]([CH3:76])[CH:30]=[CH:31][C@@H:32]([O:68][Si:69]([C:72]([CH3:75])([CH3:74])[CH3:73])([CH3:71])[CH3:70])[CH2:33][C@H:34]([O:60][Si:61]([C:64]([CH3:67])([CH3:66])[CH3:65])([CH3:63])[CH3:62])[C@@H:35]([CH3:59])[CH:36]=[CH:37][CH2:38][O:39][C:40]([C:53]1[CH:58]=[CH:57][CH:56]=[CH:55][CH:54]=1)([C:47]1[CH:52]=[CH:51][CH:50]=[CH:49][CH:48]=1)[C:41]1[CH:46]=[CH:45][CH:44]=[CH:43][CH:42]=1)[C:12]1[CH:17]=[CH:16][CH:15]=[CH:14][CH:13]=1.CI. The catalyst is C1COCC1. The product is [CH2:11]([C@@H:18]1[CH2:22][O:21][C:20](=[O:23])[N:19]1[C:24](=[O:88])[C@@H:25]([CH3:1])[CH2:26][C@H:27]([CH3:87])[C@@H:28]([O:77][CH2:78][C:79]1[CH:84]=[CH:83][C:82]([O:85][CH3:86])=[CH:81][CH:80]=1)[C@@H:29]([CH3:76])[CH:30]=[CH:31][C@@H:32]([O:68][Si:69]([C:72]([CH3:73])([CH3:74])[CH3:75])([CH3:70])[CH3:71])[CH2:33][C@H:34]([O:60][Si:61]([C:64]([CH3:65])([CH3:66])[CH3:67])([CH3:63])[CH3:62])[C@H:35]([CH3:59])[CH:36]=[CH:37][CH2:38][O:39][C:40]([C:47]1[CH:48]=[CH:49][CH:50]=[CH:51][CH:52]=1)([C:53]1[CH:58]=[CH:57][CH:56]=[CH:55][CH:54]=1)[C:41]1[CH:42]=[CH:43][CH:44]=[CH:45][CH:46]=1)[C:12]1[CH:13]=[CH:14][CH:15]=[CH:16][CH:17]=1. The yield is 0.620. (3) The reactants are F[C:31]1[C:36]([B-]([C:31]2[C:36](F)=[C:35](F)[C:34](F)=[C:33](F)[C:32]=2F)([C:31]2[C:36](F)=[C:35](F)[C:34](F)=[C:33](F)[C:32]=2F)[C:31]2[C:36](F)=[C:35](F)[C:34](F)=[C:33](F)[C:32]=2F)=[C:35](F)[C:34](F)=[C:33](F)[C:32]=1F.[Li+].[CH3:47]COCC.CC(C)=O.[C:56]1(C)[CH:61]=CC=[CH:58][CH:57]=1. No catalyst specified. The product is [CH2:61]([C:31]12[CH2:47][CH:34]([CH2:33][CH2:32]1)[CH:35]=[CH:36]2)[CH2:56][CH2:57][CH3:58]. The yield is 0.0300. (4) The reactants are [NH2:1][C@@H:2]([C:6]([OH:8])=[O:7])[C@H:3]([CH3:5])[OH:4].C([O-])([O-])=O.[K+].[K+].Br[CH2:16][CH2:17][C:18]1[C:19]([Cl:27])=[C:20]([CH:23]=[CH:24][C:25]=1F)[C:21]#[N:22]. The catalyst is CS(C)=O. The product is [Cl:27][C:19]1[C:18]([CH:17]=[CH2:16])=[C:25]([NH:1][CH:2]([CH:3]([OH:4])[CH3:5])[C:6]([OH:8])=[O:7])[CH:24]=[CH:23][C:20]=1[C:21]#[N:22]. The yield is 0.970. (5) The reactants are S(Cl)([Cl:3])=O.[CH:5]1[C:14]2[C:9](=[CH:10][CH:11]=[CH:12][CH:13]=2)[CH:8]=[CH:7][C:6]=1[NH:15][CH2:16][C:17]([OH:19])=[O:18].[CH3:20]O. No catalyst specified. The product is [ClH:3].[CH3:20][O:18][C:17](=[O:19])[CH2:16][NH:15][C:6]1[CH:7]=[CH:8][C:9]2[C:14](=[CH:13][CH:12]=[CH:11][CH:10]=2)[CH:5]=1. The yield is 0.940. (6) The reactants are C[OH:2].[CH2:3]([O:10][CH:11]1[CH2:16][CH2:15][CH:14]([O:17][CH2:18][C:19]([C:21]2[CH:26]=[CH:25][CH:24]=[CH:23][CH:22]=2)=C)[CH:13]([F:27])[CH2:12]1)[C:4]1[CH:9]=[CH:8][CH:7]=[CH:6][CH:5]=1.C1(P(C2C=CC=CC=2)C2C=CC=CC=2)C=CC=CC=1. The catalyst is C(Cl)Cl. The product is [CH2:3]([O:10][CH:11]1[CH2:16][CH2:15][CH:14]([O:17][CH2:18][C:19]([C:21]2[CH:26]=[CH:25][CH:24]=[CH:23][CH:22]=2)=[O:2])[CH:13]([F:27])[CH2:12]1)[C:4]1[CH:9]=[CH:8][CH:7]=[CH:6][CH:5]=1. The yield is 0.830. (7) The reactants are [Cl:1][C:2]1[C:7]([CH2:8][C:9]([OH:11])=O)=[CH:6][CH:5]=[CH:4][N:3]=1.[CH2:12]([NH:19][CH2:20][CH2:21][OH:22])[C:13]1[CH:18]=[CH:17][CH:16]=[CH:15][CH:14]=1.C1C=CC2N(O)N=NC=2C=1.CCN=C=NCCCN(C)C.Cl. The catalyst is CN(C=O)C.O. The product is [CH2:12]([N:19]([CH2:20][CH2:21][OH:22])[C:9](=[O:11])[CH2:8][C:7]1[C:2]([Cl:1])=[N:3][CH:4]=[CH:5][CH:6]=1)[C:13]1[CH:18]=[CH:17][CH:16]=[CH:15][CH:14]=1. The yield is 1.00.